Task: Regression. Given a peptide amino acid sequence and an MHC pseudo amino acid sequence, predict their binding affinity value. This is MHC class I binding data.. Dataset: Peptide-MHC class I binding affinity with 185,985 pairs from IEDB/IMGT (1) The peptide sequence is IPQSLDSYWTSL. The MHC is HLA-B57:01 with pseudo-sequence HLA-B57:01. The binding affinity (normalized) is 0.0238. (2) The peptide sequence is GTQDQSLYL. The MHC is HLA-A24:03 with pseudo-sequence HLA-A24:03. The binding affinity (normalized) is 0.213. (3) The peptide sequence is YHRPLTGYM. The MHC is HLA-B27:05 with pseudo-sequence HLA-B27:05. The binding affinity (normalized) is 0.0847. (4) The peptide sequence is ITDEINQIK. The MHC is HLA-A03:01 with pseudo-sequence HLA-A03:01. The binding affinity (normalized) is 0.0847. (5) The peptide sequence is RRKAKIIK. The MHC is Mamu-B03 with pseudo-sequence Mamu-B03. The binding affinity (normalized) is 0.464.